Dataset: Full USPTO retrosynthesis dataset with 1.9M reactions from patents (1976-2016). Task: Predict the reactants needed to synthesize the given product. Given the product [NH2:15][CH2:14][C:13]1[CH:16]=[CH:17][C:10]([N:2]([CH3:1])[C:3]2[CH:8]=[CH:7][CH:6]=[CH:5][CH:4]=2)=[CH:11][CH:12]=1, predict the reactants needed to synthesize it. The reactants are: [CH3:1][NH:2][C:3]1[CH:8]=[CH:7][CH:6]=[CH:5][CH:4]=1.F[C:10]1[CH:17]=[CH:16][C:13]([C:14]#[N:15])=[CH:12][CH:11]=1.